Dataset: Forward reaction prediction with 1.9M reactions from USPTO patents (1976-2016). Task: Predict the product of the given reaction. (1) Given the reactants C(C(CC)C[NH:5][CH2:6][C:7]1S[C:10]([C:12]2C=[C:9]3[C:8](=[C:7]([C:6]([NH2:5])=O)C=2)NC=[C:10]3[CH:12]2CCN(S(CC)(=O)=O)CC2)=[CH:9][CH:8]=1)C.[CH:37]([C:39]1[S:43][C:42]([B:44]([OH:46])[OH:45])=[CH:41][CH:40]=1)=O.C(N)CCCCC.[BH3-]C#N.[Na+], predict the reaction product. The product is: [CH2:6]([NH:5][CH2:37][C:39]1[S:43][C:42]([B:44]([OH:46])[OH:45])=[CH:41][CH:40]=1)[CH2:7][CH2:8][CH2:9][CH2:10][CH3:12]. (2) Given the reactants [C:1](=[O:28])(OC1C=CC([N+]([O-])=O)=CC=1)[O:2][CH:3]1[CH2:8][CH2:7][N:6]([C:9]2[CH:14]=[CH:13][C:12]([C:15](=[O:17])[NH2:16])=[CH:11][N:10]=2)[CH2:5][CH2:4]1.[CH:29]([N:32]1[CH2:37][CH2:36][NH:35][CH2:34][CH2:33]1)([CH3:31])[CH3:30].CCN(C(C)C)C(C)C, predict the reaction product. The product is: [CH:29]([N:32]1[CH2:37][CH2:36][N:35]([C:1]([O:2][CH:3]2[CH2:4][CH2:5][N:6]([C:9]3[CH:14]=[CH:13][C:12]([C:15](=[O:17])[NH2:16])=[CH:11][N:10]=3)[CH2:7][CH2:8]2)=[O:28])[CH2:34][CH2:33]1)([CH3:31])[CH3:30].